Dataset: Full USPTO retrosynthesis dataset with 1.9M reactions from patents (1976-2016). Task: Predict the reactants needed to synthesize the given product. (1) Given the product [Cl:1][C:2]1[CH:3]=[CH:4][C:5]([C:8]2[CH:13]=[CH:12][CH:11]=[C:10]([C:40]#[C:39][CH2:38][N:37]([CH3:41])[CH3:36])[C:9]=2[CH2:22][N:23]2[CH2:28][CH2:27][N:26]([C:29]([O:31][C:32]([CH3:33])([CH3:35])[CH3:34])=[O:30])[CH2:25][CH2:24]2)=[CH:6][CH:7]=1, predict the reactants needed to synthesize it. The reactants are: [Cl:1][C:2]1[CH:7]=[CH:6][C:5]([C:8]2[CH:13]=[CH:12][CH:11]=[C:10](OS(C(F)(F)F)(=O)=O)[C:9]=2[CH2:22][N:23]2[CH2:28][CH2:27][N:26]([C:29]([O:31][C:32]([CH3:35])([CH3:34])[CH3:33])=[O:30])[CH2:25][CH2:24]2)=[CH:4][CH:3]=1.[CH3:36][N:37]([CH3:41])[CH2:38][C:39]#[CH:40].C(N(CC)CC)C. (2) Given the product [Cl:23][C:24]1[CH:34]=[CH:33][C:27](/[CH:28]=[CH:29]/[C:30]([N:18]2[CH2:19][CH2:20][N:15]([CH2:14][CH2:13][CH2:12][N:10]3[CH2:9][CH2:8][C:5]4([CH2:6][CH2:7]4)[C@H:4]([OH:3])[CH2:11]3)[C:16](=[O:22])[CH:17]2[CH3:21])=[O:31])=[CH:26][C:25]=1[F:35], predict the reactants needed to synthesize it. The reactants are: Cl.Cl.[OH:3][C@@H:4]1[CH2:11][N:10]([CH2:12][CH2:13][CH2:14][N:15]2[CH2:20][CH2:19][NH:18][CH:17]([CH3:21])[C:16]2=[O:22])[CH2:9][CH2:8][C:5]21[CH2:7][CH2:6]2.[Cl:23][C:24]1[CH:34]=[CH:33][C:27]([CH:28]=[CH:29][C:30](O)=[O:31])=[CH:26][C:25]=1[F:35].C(N(CC)CC)C.F[P-](F)(F)(F)(F)F.N1(OC(N(C)C)=[N+](C)C)C2N=CC=CC=2N=N1.